Dataset: Experimentally validated miRNA-target interactions with 360,000+ pairs, plus equal number of negative samples. Task: Binary Classification. Given a miRNA mature sequence and a target amino acid sequence, predict their likelihood of interaction. The miRNA is hsa-miR-4761-5p with sequence ACAAGGUGUGCAUGCCUGACC. The protein sequence of the target gene is MDTAYPREDTRAPTPSKAGAHTALTLGAPHPPPRDHLIWSVFSTLYLNLCCLGFLALAYSIKARDQKVVGDLEAARRFGSKAKCYNILAAMWTLVPPLLLLGLVVTGALHLARLAKDSAAFFSTKFDDADYD. Result: 0 (no interaction).